This data is from Experimentally validated miRNA-target interactions with 360,000+ pairs, plus equal number of negative samples. The task is: Binary Classification. Given a miRNA mature sequence and a target amino acid sequence, predict their likelihood of interaction. (1) The miRNA is mmu-miR-5100 with sequence UCGAAUCCCAGCGGUGCCUCU. The protein sequence of the target gene is MASAVWGSAPWWGPPPPAPARPLTDIDFCSGAQLQELTQLIQELGVQESWSDGPKPGADLLRAKDFVFSLLGLVHRRDPRFPPQAELLLLRGGIREGSLDLGHAPLGPYARGPHYDAGFTLLVPMFSLDGTELQLDLESCYAQVCLPEMVCGTPIREMWQDCLGPPVPGARDSIHRTESEESSKDWQSSVDQPHSYVTEHEAPVSLEKSPSDVSASESPQHDVVDLGSTAPLKTMSSDVTKAAVESPVPKPSEAREAWPTLCSAQVAAWFFATLAAVAESLIPVPGAPRLVHAARHAGFT.... Result: 0 (no interaction). (2) The miRNA is hsa-miR-6864-3p with sequence GUGAGACUUCUCUCCCUUCAG. The protein sequence of the target gene is MASLLQSDRVLYLVQGEKKVRAPLSQLYFCRYCSELRSLECVSHEVDSHYCPSCLENMPSAEAKLKKNRCANCFDCPGCMHTLSTRATSISTQLPDDPAKTTMKKAYYLACGFCRWTSRDVGMADKSVASGGWQEPENPHTQRMNKLIEYYQQLAQKEKVERDRKKLARRRNYMPLAFSDKYGLGTRLQRPRAGASISTLAGLSLKEGEDQKEIKIEPAQAVDEVEPLPEDYYTRPVNLTEVTTLQQRLLQPDFQPVCASQLYPRHKHLLIKRSLRCRKCEHNLSKPEFNPTSIKFKIQL.... Result: 1 (interaction). (3) The miRNA is mmu-miR-669f-3p with sequence CAUAUACAUACACACACACGUAU. The protein sequence of the target gene is MARAAGERGRAARCGRWRRGALLAFAAWTAGWVLAAALLLRAHPSVLSERCTDEKSRRILAALCQDYRRGWLTGALCEDLCVGGELLYQRCLYYERGKKVLQAQWRGRTVVLKSKREAFSSFPPLTLLEEEAGAGAPGIPEAELLLMVAGEVKNTLGLELPNNSIAPLWPARQGPGWRQQLASAWSLLQQEEYVYFSLLPDLSRHILPVLGSCGHFYAVEYLAAGSPHHKALFPLDDAGQAQAISHIALSFLDMVSHFDSDFSHRLHLCDVKPENFAIKRDFTVVAIDVDMAFFEPKMRE.... Result: 1 (interaction). (4) The miRNA is hsa-miR-675-3p with sequence CUGUAUGCCCUCACCGCUCA. The protein sequence of the target gene is MQSFREQSSYHGNQQSYPQEVHGSSRLEEFSPRQAQMFQNFGGTGGSSGSSGSGSGGGRRGAAAAAAAMASETSGHQGYQGFRKEAGDFYYMAGNKDPVTTGTPQPPQRRPSGPVQSYGPPQGSSFGNQYGSEGHVGQFQAQHSGLGGVSHYQQDYTGPFSPGSAQYQQQASSQQQQQQVQQLRQQLYQSHQPLPQATGQPASSSSHLQPMQRPSTLPSSAAGYQLRVGQFGQHYQSSASSSSSSSFPSPQRFSQSGQSYDGSYNVNAGSQYEGHNVGSNAQAYGTQSNYSYQPQSMKNF.... Result: 0 (no interaction). (5) The miRNA is mmu-miR-1933-3p with sequence CCAGGACCAUCAGUGUGACUAU. The protein sequence of the target gene is MLLLAAAFLVAFVLLLYMVSPLISPKPLALPGAHVVVTGGSSGIGKCIAIECYKQGAFITLVARNEDKLLQAKKEIEMHSINDKQVVLCISVDVSQDYNQVENVIKQAQEKLGPVDMLVNCAGMAVSGKFEDLEVSTFERLMSINYLGSVYPSRAVITTMKERRVGRIVFVSSQAGQLGLFGFTAYSASKFAIRGLAEALQMEVKPYNVYITVAYPPDTDTPGFAEENRTKPLETRLISETTSVCKPEQVAKQIVKDAIQGNFNSSLGSDGYMLSALTCGMAPVTSITEGLQQVVTMGLF.... Result: 0 (no interaction). (6) The miRNA is mmu-miR-145a-5p with sequence GUCCAGUUUUCCCAGGAAUCCCU. The protein sequence of the target gene is MTEYKLVVVGAGGVGKSALTIQLIQNHFVDEYDPTIEDSYRKQVVIDGETCLLDILDTAGQEEYSAMRDQYMRTGEGFLCVFAINNTKSFEDIHHYREQIKRVKDSEDVPMVLVGNKCDLPSRTVDTKQAQELARSYGIPFIETSAKTRQRVEDAFYTLVREIRQYRLKKISKEEKTPGCVKIKKCVIM. Result: 1 (interaction). (7) The miRNA is hsa-miR-548as-3p with sequence UAAAACCCACAAUUAUGUUUGU. The protein sequence of the target gene is MNHLEGSAEVEVADEAPGGEVNESVEADLEHPEVVEGQQPSPSPPPPAGHEPEDHRGHPAPPPPPPPQEEEEEERGECLARSASTESGFHNHTDTAEGDVLAAARDGYEAERAQDADDESAYAVQYRPEAEEYTEQAEAEHVEAAQRRALPNHLHFHSLEHEEAMNAAYSGYVYTHRLFHRAEDEPYAEPYADYGGLQEHVYEEIGDAPELEARDGLRLYERERDEAAAYRQEALGARLHHYDERSDGESDSPEKEAEFAPYPRMDSYEQEEDIDQIVAEVKQSMSSQSLDKAAEDMPEA.... Result: 0 (no interaction). (8) The miRNA is hsa-miR-134-5p with sequence UGUGACUGGUUGACCAGAGGGG. The protein sequence of the target gene is MDDFLSISLLSVAMLVGCYVAGIIPLAVNFSEERLKLVTVLGAGLLCGTALAVIVPEGVHALYEEVLEGKHHQTSEMKQNGIASDKAAEISSVHEHEHSHDHTQLHAYIGVSLVLGFVFMLLVDQIGSSHVHSSDDPETARPSSSKITTTLGLVVHAAADGVALGAAASTSQTSVQLIVFVAIMLHKAPAAFGLVSFLMHAGLERNRIRKHLLVFALAAPAMSMLTYLGLSKSSKEALSEVNATGVAMLFSAGTFLYVATVHVLPEVGGMGHSHKPDTTGGRGLSRLEVAALVLGCLIPL.... Result: 0 (no interaction). (9) The miRNA is hsa-miR-3682-5p with sequence CUACUUCUACCUGUGUUAUCAU. The protein sequence of the target gene is MSIQAPPRLLELAGQSLLRDQALSISAMEELPRVLYLPLFMEAFSRRHFQTLTVMVQAWPFTCLPLGSLMKTLHLETLKALLEGLHMLLTQKDRPRRWKLQVLDLRDVDENFWARWPGAWALSCFPETTSKRQTAEDCPRMGEHQPLKVFIDICLKEIPQDECLRYLFQWVYQRRGLVHLCCSKLVNYLTPIKYLRKSLKIIYLNSIQELEIRNMSWPRLIRKLRCYLKEMKNLRKLVFSRCHHYTSDNELEGRLVAKFSSVFLRLEHLQLLKIKLITFFSGHLEQLIRCLQNPLENLEL.... Result: 0 (no interaction). (10) The miRNA is hsa-miR-603 with sequence CACACACUGCAAUUACUUUUGC. The protein sequence of the target gene is MELGHGAGTTTFTRAHLNDKEGQQDLDPWKAAYSSLDTSKFKNQGLSSPQPLPLGASAQGSSLGQCHLKEIPPPPPTAASRDSLGMDPQSRSLKNAGSRSSSRENRATSGEGAQPCQGTDDGPSLGAQDQRSTPTNQKGSIIPNNIRHKFGSNVVDQLVSEEQAQKAIDEVFEGQKRASSWPSRTQNPVEISSVFSDYYDLGYNMRSNLFRGAAEETKSLMKASYTPEVIEKSVRDLEHWHGRKTDDLGRWHQKNAMNLNLQKALEEKYGENSKSKSSKY. Result: 0 (no interaction).